This data is from Forward reaction prediction with 1.9M reactions from USPTO patents (1976-2016). The task is: Predict the product of the given reaction. (1) The product is: [CH2:1]([O:3][C:4]([CH:5]1[CH:6]([C:13]2[CH:18]=[CH:17][C:16]([F:19])=[CH:15][CH:14]=2)[CH2:7][C:8](=[O:9])[NH:21][CH2:20]1)=[O:22])[CH3:2]. Given the reactants [CH2:1]([O:3][C:4](=[O:22])[CH:5]([C:20]#[N:21])[CH:6]([C:13]1[CH:18]=[CH:17][C:16]([F:19])=[CH:15][CH:14]=1)[CH2:7][C:8](OCC)=[O:9])[CH3:2], predict the reaction product. (2) Given the reactants [Br:1][C:2]1[C:3]([CH2:22][C:23]([OH:25])=O)=[CH:4][C:5]([NH:8][C:9]2[S:10][CH:11]=[C:12]([CH2:14][CH2:15][C:16]3[CH:21]=[CH:20][CH:19]=[CH:18][CH:17]=3)[N:13]=2)=[N:6][CH:7]=1.C(C1NC=CN=1)(C1NC=CN=1)=O.[C:38]([O:44][CH2:45][CH3:46])(=[O:43])[CH2:39]C([O-])=O.C([Mg]Cl)(C)C, predict the reaction product. The product is: [Br:1][C:2]1[C:3]([CH2:22][C:23](=[O:25])[CH2:39][C:38]([O:44][CH2:45][CH3:46])=[O:43])=[CH:4][C:5]([NH:8][C:9]2[S:10][CH:11]=[C:12]([CH2:14][CH2:15][C:16]3[CH:17]=[CH:18][CH:19]=[CH:20][CH:21]=3)[N:13]=2)=[N:6][CH:7]=1.